This data is from Reaction yield outcomes from USPTO patents with 853,638 reactions. The task is: Predict the reaction yield, written as a fraction of the theoretical maximum amount of product (1.0 means a 100% yield; for example, 0.34 means a 34% yield). (1) The reactants are C[Si]([N-][Si](C)(C)C)(C)C.[K+].[C:11]1([C:29]2[CH:34]=[CH:33][CH:32]=[CH:31][CH:30]=2)[CH:16]=[CH:15][C:14]([O:17][CH2:18][CH2:19][CH2:20][CH2:21][CH2:22][CH2:23][C:24]([O:26][CH2:27][CH3:28])=[O:25])=[CH:13][CH:12]=1.C1(S(N2C(C3C=CC=CC=3)O2)(=O)=[O:42])C=CC=CC=1. The catalyst is C1COCC1. The product is [C:11]1([C:29]2[CH:30]=[CH:31][CH:32]=[CH:33][CH:34]=2)[CH:16]=[CH:15][C:14]([O:17][CH2:18][CH2:19][CH2:20][CH2:21][CH2:22][CH:23]([OH:42])[C:24]([O:26][CH2:27][CH3:28])=[O:25])=[CH:13][CH:12]=1. The yield is 0.500. (2) No catalyst specified. The product is [Cl:1][C:2]1[C:7]2[C:8](=[O:23])[N:9]([CH2:12][C:13]3[CH:18]=[CH:17][C:16]([O:19][CH3:20])=[CH:15][C:14]=3[O:21][CH3:22])[CH:10]([CH3:11])[C:6]=2[C:5]([F:24])=[C:4]([NH:26][C@@H:27]2[CH2:32][CH2:31][O:30][CH2:29][C@@H:28]2[NH:33][C:34](=[O:40])[O:35][C:36]([CH3:38])([CH3:37])[CH3:39])[N:3]=1. The yield is 0.160. The reactants are [Cl:1][C:2]1[C:7]2[C:8](=[O:23])[N:9]([CH2:12][C:13]3[CH:18]=[CH:17][C:16]([O:19][CH3:20])=[CH:15][C:14]=3[O:21][CH3:22])[CH:10]([CH3:11])[C:6]=2[C:5]([F:24])=[C:4](Cl)[N:3]=1.[NH2:26][C@@H:27]1[CH2:32][CH2:31][O:30][CH2:29][C@@H:28]1[NH:33][C:34](=[O:40])[O:35][C:36]([CH3:39])([CH3:38])[CH3:37].CCN(C(C)C)C(C)C. (3) The product is [CH2:1]([O:5][C@H:6]1[C@@H:11]([NH:12][C:13]([C:15]2[NH:16][C:17]([CH2:21][CH3:22])=[C:18]([Cl:20])[N:19]=2)=[O:14])[CH2:10][CH2:9][N:8]([C:23]2[S:24][C:25]([C:28]([OH:30])=[O:29])=[CH:26][N:27]=2)[CH2:7]1)[CH2:2][CH2:3][CH3:4]. The reactants are [CH2:1]([O:5][C@H:6]1[C@@H:11]([NH:12][C:13]([C:15]2[NH:16][C:17]([CH2:21][CH3:22])=[C:18]([Cl:20])[N:19]=2)=[O:14])[CH2:10][CH2:9][N:8]([C:23]2[S:24][C:25]([C:28]([O:30]CC)=[O:29])=[CH:26][N:27]=2)[CH2:7]1)[CH2:2][CH2:3][CH3:4].[OH-].[Li+].CO. The catalyst is C1COCC1. The yield is 0.820. (4) No catalyst specified. The yield is 0.438. The product is [CH3:1][C:2]1([N:7]2[CH2:8][CH2:9][CH:10]([N:13]3[C:21]4[C:16](=[CH:17][CH:18]=[CH:19][CH:20]=4)[CH2:15][C:14]3=[O:22])[CH2:11][CH2:12]2)[CH2:6][CH2:5][N:4]([C:23]([O:24][CH2:25][CH3:26])=[O:27])[CH2:3]1. The reactants are [CH3:1][C:2]1([N:7]2[CH2:12][CH2:11][CH:10]([N:13]3[C:21]4[C:16](=[CH:17][CH:18]=[CH:19][CH:20]=4)[CH2:15][C:14]3=[O:22])[CH2:9][CH2:8]2)[CH2:6][CH2:5][NH:4][CH2:3]1.[C:23](Cl)(=[O:27])[O:24][CH2:25][CH3:26]. (5) The product is [C:17]([C:11]1[C:12]2[S:13][CH:14]=[CH:15][C:16]=2[C:8]([NH:19][C@H:20]([C@@H:21]([OH:22])[CH3:23])[C:24]([OH:26])=[O:25])=[CH:9][CH:10]=1)#[N:18]. The reactants are C([O-])([O-])=O.[K+].[K+].F[C:8]1[C:16]2[CH:15]=[CH:14][S:13][C:12]=2[C:11]([C:17]#[N:18])=[CH:10][CH:9]=1.[NH2:19][C@@H:20]([C:24]([OH:26])=[O:25])[C@H:21]([CH3:23])[OH:22]. The yield is 0.760. The catalyst is CS(C)=O.